This data is from Full USPTO retrosynthesis dataset with 1.9M reactions from patents (1976-2016). The task is: Predict the reactants needed to synthesize the given product. (1) Given the product [CH3:18][C:15]1[CH:16]=[CH:17][C:11]2[N:10]=[C:9]([C:4]3[C:5]([NH2:8])=[N:6][CH:7]=[C:2]([C:26]4[CH2:27][CH2:28][C:23]5([O:22][CH2:21][CH2:20][O:19]5)[CH2:24][CH:25]=4)[N:3]=3)[NH:13][C:12]=2[CH:14]=1, predict the reactants needed to synthesize it. The reactants are: Br[C:2]1[N:3]=[C:4]([C:9]2[NH:13][C:12]3[CH:14]=[C:15]([CH3:18])[CH:16]=[CH:17][C:11]=3[N:10]=2)[C:5]([NH2:8])=[N:6][CH:7]=1.[O:19]1[C:23]2([CH2:28][CH2:27][C:26](B(O)O)=[CH:25][CH2:24]2)[O:22][CH2:21][CH2:20]1.C(P(CC)CC)C.C([O-])([O-])=O.[Na+].[Na+]. (2) Given the product [CH3:1][O:2][C:3](=[O:18])[CH2:4][CH:5]1[CH2:14][C:13]2[C:8](=[CH:9][C:10]([O:15][CH3:16])=[CH:11][CH:12]=2)[N:7]([CH2:19][C:20]2[CH:25]=[CH:24][CH:23]=[CH:22][CH:21]=2)[C:6]1=[O:17], predict the reactants needed to synthesize it. The reactants are: [CH3:1][O:2][C:3](=[O:18])[CH2:4][CH:5]1[CH2:14][C:13]2[C:8](=[CH:9][C:10]([O:15][CH3:16])=[CH:11][CH:12]=2)[NH:7][C:6]1=[O:17].[CH2:19](Br)[C:20]1[CH:25]=[CH:24][CH:23]=[CH:22][CH:21]=1. (3) Given the product [OH:1][CH:2]([C:5]1[CH:10]=[CH:9][C:8]([C:11]#[C:12][C:13]2[CH:38]=[CH:37][C:16]([C:17]([N:19]([CH3:36])[C@@:20]([CH3:35])([C:21]([NH:23][CH3:24])=[O:22])[C:25]([NH:27][OH:28])=[O:26])=[O:18])=[CH:15][CH:14]=2)=[CH:7][C:6]=1[F:39])[CH2:3][OH:4], predict the reactants needed to synthesize it. The reactants are: [OH:1][CH:2]([C:5]1[CH:10]=[CH:9][C:8]([C:11]#[C:12][C:13]2[CH:38]=[CH:37][C:16]([C:17]([N:19]([CH3:36])[C@:20]([CH3:35])([C:25]([NH:27][O:28]C3CCCCO3)=[O:26])[C:21]([NH:23][CH3:24])=[O:22])=[O:18])=[CH:15][CH:14]=2)=[CH:7][C:6]=1[F:39])[CH2:3][OH:4].O.C1(C)C=CC(S(O)(=O)=O)=CC=1.C(=O)([O-])O.[Na+].[Cl-].[Na+]. (4) Given the product [F:18][C:15]([F:16])([F:17])[C@:11]1([OH:14])[CH2:12][CH2:13][NH:8][CH2:9][C@H:10]1[OH:19], predict the reactants needed to synthesize it. The reactants are: C([N:8]1[CH2:13][CH2:12][C@:11]([C:15]([F:18])([F:17])[F:16])([OH:14])[C@H:10]([OH:19])[CH2:9]1)C1C=CC=CC=1.N. (5) Given the product [CH3:1][C:2]1[S:6][C:5]([C:7]2[C:12]3[N:13]=[C:14]([C:16]4[C:24]5[C:19](=[N:20][CH:21]=[C:22]([C:25]6[CH:26]=[N:27][CH:28]=[C:29]([CH2:31][N:32]7[CH2:37][CH2:36][CH2:35][CH2:34][CH2:33]7)[CH:30]=6)[CH:23]=5)[NH:18][N:17]=4)[NH:15][C:11]=3[CH:10]=[CH:9][N:8]=2)=[CH:4][CH:3]=1, predict the reactants needed to synthesize it. The reactants are: [CH3:1][C:2]1[S:6][C:5]([C:7]2[C:12]3[N:13]=[C:14]([C:16]4[C:24]5[C:19](=[N:20][CH:21]=[C:22]([C:25]6[CH:26]=[N:27][CH:28]=[C:29]([CH2:31][N:32]7[CH2:37][CH2:36][CH2:35][CH2:34][CH2:33]7)[CH:30]=6)[CH:23]=5)[N:18](C5CCCCO5)[N:17]=4)[NH:15][C:11]=3[CH:10]=[CH:9][N:8]=2)=[CH:4][CH:3]=1. (6) Given the product [C:2]([N+:6]([O-:7])=[CH:20][C:19]1[CH:18]=[CH:17][C:16]([S:13](=[O:15])(=[O:14])[NH:12][C:8]([CH3:9])([CH3:11])[CH3:10])=[CH:23][CH:22]=1)([CH3:5])([CH3:4])[CH3:3], predict the reactants needed to synthesize it. The reactants are: Cl.[C:2]([NH:6][OH:7])([CH3:5])([CH3:4])[CH3:3].[C:8]([NH:12][S:13]([C:16]1[CH:23]=[CH:22][C:19]([CH:20]=O)=[CH:18][CH:17]=1)(=[O:15])=[O:14])([CH3:11])([CH3:10])[CH3:9]. (7) Given the product [Cl:1][C:2]1[CH:7]=[CH:6][CH:5]=[CH:4][C:3]=1[N:8]1[C:12]([C:13]2[CH:18]=[CH:17][C:16]([C:19]3[CH:24]=[CH:23][CH:22]=[C:21]([S:25]([CH3:28])(=[O:26])=[O:27])[CH:20]=3)=[C:15]([C:29]([N:48]3[CH2:53][CH2:52][O:51][CH2:50][CH2:49]3)=[O:30])[CH:14]=2)=[CH:11][C:10]([C:32]([F:34])([F:35])[F:33])=[N:9]1, predict the reactants needed to synthesize it. The reactants are: [Cl:1][C:2]1[CH:7]=[CH:6][CH:5]=[CH:4][C:3]=1[N:8]1[C:12]([C:13]2[CH:14]=[C:15]([C:29](O)=[O:30])[C:16]([C:19]3[CH:24]=[CH:23][CH:22]=[C:21]([S:25]([CH3:28])(=[O:27])=[O:26])[CH:20]=3)=[CH:17][CH:18]=2)=[CH:11][C:10]([C:32]([F:35])([F:34])[F:33])=[N:9]1.C(N1C=CN=C1)(N1C=CN=C1)=O.[NH:48]1[CH2:53][CH2:52][O:51][CH2:50][CH2:49]1.